From a dataset of Forward reaction prediction with 1.9M reactions from USPTO patents (1976-2016). Predict the product of the given reaction. (1) Given the reactants [NH2:1][C:2]([CH3:55])([CH3:54])[CH2:3][CH2:4][CH2:5][N:6]1[C:14]2[C:9](=[CH:10][C:11]([O:15][CH:16]([F:18])[F:17])=[CH:12][CH:13]=2)[C:8]([C:19]2[N:24]=[C:23]3[C:25]([C:47]([NH:49][C:50]([CH3:53])([CH3:52])[CH3:51])=[O:48])=[CH:26][N:27](C(C4C=CC=CC=4)(C4C=CC=CC=4)C4C=CC=CC=4)[C:22]3=[N:21][CH:20]=2)=[N:7]1.[F:56][C:57]([F:62])([F:61])[C:58]([OH:60])=[O:59], predict the reaction product. The product is: [F:56][C:57]([F:62])([F:61])[C:58]([OH:60])=[O:59].[NH2:1][C:2]([CH3:55])([CH3:54])[CH2:3][CH2:4][CH2:5][N:6]1[C:14]2[C:9](=[CH:10][C:11]([O:15][CH:16]([F:18])[F:17])=[CH:12][CH:13]=2)[C:8]([C:19]2[N:24]=[C:23]3[C:25]([C:47]([NH:49][C:50]([CH3:53])([CH3:52])[CH3:51])=[O:48])=[CH:26][NH:27][C:22]3=[N:21][CH:20]=2)=[N:7]1. (2) Given the reactants [CH3:1][O:2][C:3]1[CH:23]=[CH:22][C:6]([CH2:7][CH:8]2[C:17]3[C:12](=[CH:13][C:14]([O:20][CH3:21])=[C:15]([O:18][CH3:19])[CH:16]=3)[CH2:11][CH2:10][NH:9]2)=[CH:5][CH:4]=1.Br[CH2:25][C:26](Br)=[O:27].[F:29][C:30]1[CH:37]=[CH:36][CH:35]=[CH:34][C:31]=1[CH2:32][NH2:33], predict the reaction product. The product is: [CH3:1][O:2][C:3]1[CH:4]=[CH:5][C:6]([CH2:7][CH:8]2[C:17]3[C:12](=[CH:13][C:14]([O:20][CH3:21])=[C:15]([O:18][CH3:19])[CH:16]=3)[CH2:11][CH2:10][N:9]2[CH2:25][C:26]([NH:33][CH2:32][C:31]2[CH:34]=[CH:35][CH:36]=[CH:37][C:30]=2[F:29])=[O:27])=[CH:22][CH:23]=1. (3) Given the reactants [NH2:1][C:2]1[CH:7]=[CH:6][C:5]([Cl:8])=[CH:4][C:3]=1[CH:9]([C:11]1[CH:16]=[CH:15][CH:14]=[C:13]([O:17][CH2:18][CH3:19])[C:12]=1[O:20][CH2:21][CH3:22])[OH:10].[CH3:23][O:24][C:25]1[CH:32]=[C:31]([O:33][CH3:34])[CH:30]=[CH:29][C:26]=1[CH:27]=O.[BH4-].[Na+], predict the reaction product. The product is: [Cl:8][C:5]1[CH:6]=[CH:7][C:2]([NH:1][CH2:27][C:26]2[CH:29]=[CH:30][C:31]([O:33][CH3:34])=[CH:32][C:25]=2[O:24][CH3:23])=[C:3]([CH:9]([C:11]2[CH:16]=[CH:15][CH:14]=[C:13]([O:17][CH2:18][CH3:19])[C:12]=2[O:20][CH2:21][CH3:22])[OH:10])[CH:4]=1. (4) Given the reactants [Cl:1][C:2]1[CH:3]=[C:4]([CH:8]2[S:13][CH2:12][CH2:11][CH2:10][S:9]2)[CH:5]=[CH:6][CH:7]=1.C([Li])CCC.[C:19](Cl)(=[O:21])[CH3:20], predict the reaction product. The product is: [C:19]([C:8]1([C:4]2[CH:5]=[CH:6][CH:7]=[C:2]([Cl:1])[CH:3]=2)[S:9][CH2:10][CH2:11][CH2:12][S:13]1)(=[O:21])[CH3:20].